Predict the product of the given reaction. From a dataset of Forward reaction prediction with 1.9M reactions from USPTO patents (1976-2016). (1) Given the reactants Br[C:2]1[S:6][C:5]([C:7]([O:9][CH3:10])=[O:8])=[CH:4][CH:3]=1.[CH:11]([B-](F)(F)F)=[CH2:12].[K+].C1C=CC(P(C2C=CC=CC=2)C2C=CC=CC=2)=CC=1.C([O-])([O-])=O.[Cs+].[Cs+], predict the reaction product. The product is: [CH:11]([C:2]1[S:6][C:5]([C:7]([O:9][CH3:10])=[O:8])=[CH:4][CH:3]=1)=[CH2:12]. (2) Given the reactants Br[C:2]1[CH:7]=[CH:6][C:5]([C:8](=[O:10])[CH3:9])=[CH:4][CH:3]=1.[F:11][CH:12]([F:21])[O:13][C:14]1[CH:20]=[CH:19][C:17]([NH2:18])=[CH:16][CH:15]=1.C(=O)([O-])[O-].[K+].[K+].N1CCC[C@H]1C(O)=O.N, predict the reaction product. The product is: [F:11][CH:12]([F:21])[O:13][C:14]1[CH:15]=[CH:16][C:17]([NH:18][C:2]2[CH:7]=[CH:6][C:5]([C:8](=[O:10])[CH3:9])=[CH:4][CH:3]=2)=[CH:19][CH:20]=1.